This data is from Forward reaction prediction with 1.9M reactions from USPTO patents (1976-2016). The task is: Predict the product of the given reaction. (1) Given the reactants [CH2:1]([NH:4][CH2:5][CH2:6][CH3:7])[CH2:2][CH3:3].C[Al](C)C.[NH2:12][C:13]1[CH2:14][C:15]([C:26]([O:28]CC)=O)=[CH:16][C:17]2[CH:23]=[C:22]([O:24][CH3:25])[CH:21]=[CH:20][C:18]=2[N:19]=1.[C@H](O)(C([O-])=O)[C@@H](O)C([O-])=O.[Na+].[K+], predict the reaction product. The product is: [NH2:12][C:13]1[CH2:14][C:15]([C:26]([N:4]([CH2:5][CH2:6][CH3:7])[CH2:1][CH2:2][CH3:3])=[O:28])=[CH:16][C:17]2[CH:23]=[C:22]([O:24][CH3:25])[CH:21]=[CH:20][C:18]=2[N:19]=1. (2) Given the reactants C(N(C(C)C)CC)(C)C.[I-].C(C[P+](C)(C)C)#N.[CH3:18][C:19]1[C:24]([CH3:25])=[CH:23][CH:22]=[CH:21][C:20]=1[CH:26]([NH:37][C:38]([NH:40][CH2:41][CH2:42]O)=[S:39])[CH2:27][C:28]#[C:29][C:30]1[CH:31]=[C:32]([CH3:36])[CH:33]=[CH:34][CH:35]=1, predict the reaction product. The product is: [S:39]1[CH2:42][CH2:41][N:40]=[C:38]1[NH:37][CH:26]([C:20]1[CH:21]=[CH:22][CH:23]=[C:24]([CH3:25])[C:19]=1[CH3:18])[CH2:27][C:28]#[C:29][C:30]1[CH:31]=[C:32]([CH3:36])[CH:33]=[CH:34][CH:35]=1. (3) Given the reactants Br[C:2]1[CH:7]=[C:6]([Cl:8])[N:5]=[N:4][C:3]=1[NH2:9].[NH:10]1[CH2:14][CH2:13][CH2:12][CH2:11]1.C(#N)C, predict the reaction product. The product is: [Cl:8][C:6]1[N:5]=[N:4][C:3]([NH2:9])=[C:2]([N:10]2[CH2:14][CH2:13][CH2:12][CH2:11]2)[CH:7]=1. (4) Given the reactants [CH3:1][NH:2][CH2:3][CH2:4][C:5]1[CH:10]=[C:9]([O:11][CH3:12])[C:8]([O:13][CH3:14])=[C:7]([O:15][CH3:16])[CH:6]=1.[N:17]1[CH:22]=[CH:21][CH:20]=[C:19](/[CH:23]=[CH:24]/[C:25](O)=[O:26])[CH:18]=1.P(C#N)(=O)(OCC)OCC.C(=O)(O)[O-].[Na+], predict the reaction product. The product is: [CH3:1][N:2]([CH2:3][CH2:4][C:5]1[CH:6]=[C:7]([O:15][CH3:16])[C:8]([O:13][CH3:14])=[C:9]([O:11][CH3:12])[CH:10]=1)[C:25](=[O:26])/[CH:24]=[CH:23]/[C:19]1[CH:18]=[N:17][CH:22]=[CH:21][CH:20]=1. (5) Given the reactants Br[C:2]1[CH:3]=[C:4]2[C:10]([C@@H:11]([C:13]3[C:18]([O:19][CH:20]([F:22])[F:21])=[CH:17][CH:16]=[C:15]([F:23])[C:14]=3[Cl:24])[CH3:12])=[CH:9][N:8](C(OC(C)(C)C)=O)[C:5]2=[N:6][CH:7]=1.CC1(C)[O:37][C@H:36]([CH2:38][N:39]2[C:43]([CH3:44])=[C:42](B3OC(C)(C)C(C)(C)O3)[CH:41]=[N:40]2)[CH2:35][O:34]1.C([O-])([O-])=O.[K+].[K+].O.[ClH:62].CCOCC, predict the reaction product. The product is: [Cl:24][C:14]1[C:15]([F:23])=[CH:16][CH:17]=[C:18]([O:19][CH:20]([F:21])[F:22])[C:13]=1[C@H:11]([C:10]1[C:4]2[C:5](=[N:6][CH:7]=[C:2]([C:42]3[CH:41]=[N:40][N:39]([CH2:38][C@@H:36]([OH:37])[CH2:35][OH:34])[C:43]=3[CH3:44])[CH:3]=2)[NH:8][CH:9]=1)[CH3:12].[ClH:62]. (6) Given the reactants [CH2:1]([C:3]1[N:7]([C:8]2[C:16]3[O:15][CH2:14][C@@H:13]([N:17](C(=O)C(F)(F)F)[C:18]4[CH:31]=[CH:30][C:21]5[C@H:22]([CH2:25][C:26]([O:28]C)=[O:27])[CH2:23][O:24][C:20]=5[CH:19]=4)[C:12]=3[CH:11]=[CH:10][CH:9]=2)[C:6]2[C:38]([F:43])=[C:39]([F:42])[CH:40]=[CH:41][C:5]=2[N:4]=1)[CH3:2].[OH-].[Na+].Cl, predict the reaction product. The product is: [CH2:1]([C:3]1[N:7]([C:8]2[C:16]3[O:15][CH2:14][C@@H:13]([NH:17][C:18]4[CH:31]=[CH:30][C:21]5[C@H:22]([CH2:25][C:26]([OH:28])=[O:27])[CH2:23][O:24][C:20]=5[CH:19]=4)[C:12]=3[CH:11]=[CH:10][CH:9]=2)[C:6]2[C:38]([F:43])=[C:39]([F:42])[CH:40]=[CH:41][C:5]=2[N:4]=1)[CH3:2]. (7) The product is: [Br:40][C:20]1[N:19]2[C:14]3[CH:13]=[CH:12][N:11]([S:1]([C:4]4[CH:5]=[CH:6][C:7]([CH3:8])=[CH:9][CH:10]=4)(=[O:2])=[O:3])[C:15]=3[N:16]=[CH:17][C:18]2=[C:22]([C:23]2[CH:28]=[CH:27][C:26]([C:29]([OH:32])([CH3:30])[CH3:31])=[CH:25][CH:24]=2)[N:21]=1. Given the reactants [S:1]([N:11]1[C:15]2[N:16]=[CH:17][C:18]3[N:19]([CH:20]=[N:21][C:22]=3[C:23]3[CH:28]=[CH:27][C:26]([C:29]([OH:32])([CH3:31])[CH3:30])=[CH:25][CH:24]=3)[C:14]=2[CH:13]=[CH:12]1)([C:4]1[CH:10]=[CH:9][C:7]([CH3:8])=[CH:6][CH:5]=1)(=[O:3])=[O:2].C1C(=O)N([Br:40])C(=O)C1, predict the reaction product. (8) Given the reactants [CH3:1][Si:2]([C:5]#[C:6][C@@H:7]1[NH:11][C@H:10]([C:12]([O:14][CH3:15])=[O:13])[CH2:9][CH2:8]1)([CH3:4])[CH3:3].CN(C1C=CC=CN=1)C.CN1CCOCC1.O.[C:33]([O:37][C:38]([NH:40][C@H:41]([C:46](O)=[O:47])[CH2:42][CH:43]([CH3:45])[CH3:44])=[O:39])([CH3:36])([CH3:35])[CH3:34].Cl.CN(C)CCCN=C=NCC, predict the reaction product. The product is: [C:33]([O:37][C:38]([NH:40][C@H:41]([C:46]([N:11]1[C@@H:7]([C:6]#[C:5][Si:2]([CH3:3])([CH3:4])[CH3:1])[CH2:8][CH2:9][C@H:10]1[C:12]([O:14][CH3:15])=[O:13])=[O:47])[CH2:42][CH:43]([CH3:44])[CH3:45])=[O:39])([CH3:35])([CH3:36])[CH3:34].